Predict the reactants needed to synthesize the given product. From a dataset of Full USPTO retrosynthesis dataset with 1.9M reactions from patents (1976-2016). (1) The reactants are: [F:1][C:2]([F:12])([F:11])[O:3][C:4]1[CH:9]=[CH:8][C:7]([OH:10])=[CH:6][CH:5]=1.[Cl:13][C:14]1[N:19]=[C:18](Cl)[CH:17]=[C:16]([CH3:21])[N:15]=1. Given the product [Cl:13][C:14]1[N:15]=[C:16]([CH3:21])[CH:17]=[C:18]([O:10][C:7]2[CH:6]=[CH:5][C:4]([O:3][C:2]([F:11])([F:12])[F:1])=[CH:9][CH:8]=2)[N:19]=1, predict the reactants needed to synthesize it. (2) Given the product [CH3:24][C:2]([CH3:23])([CH3:1])[C@@H:3]([N:5]1[CH2:10][CH2:9][C@:8]([CH2:11][CH2:12][C:13]([OH:27])=[O:14])([C:15]2[CH:16]=[CH:17][C:18]([F:21])=[CH:19][CH:20]=2)[O:7][C:6]1=[O:22])[CH3:4], predict the reactants needed to synthesize it. The reactants are: [CH3:1][C:2]([CH3:24])([CH3:23])[C@@H:3]([N:5]1[CH2:10][CH2:9][C@@:8]([C:15]2[CH:20]=[CH:19][C:18]([F:21])=[CH:17][CH:16]=2)([CH2:11][CH2:12][CH2:13][OH:14])[O:7][C:6]1=[O:22])[CH3:4].CC(C)=[O:27].OS(O)(=O)=O.O=[Cr](=O)=O. (3) Given the product [Cl:1][C:2]1[C:3]([F:45])=[C:4]([C@@H:8]2[C@:12]([C:15]3[CH:20]=[CH:19][C:18]([Cl:21])=[CH:17][C:16]=3[F:22])([C:13]#[N:14])[C@H:11]([CH2:23][C:24]([CH3:27])([CH3:26])[CH3:25])[NH:10][C@H:9]2[C:28]([NH:30][C:31]2[CH:32]=[C:33]3[C:38](=[CH:39][CH:40]=2)[CH:37]=[C:36]([C:41]([OH:43])=[O:42])[CH:35]=[CH:34]3)=[O:29])[CH:5]=[CH:6][CH:7]=1, predict the reactants needed to synthesize it. The reactants are: [Cl:1][C:2]1[C:3]([F:45])=[C:4]([C@@H:8]2[C@:12]([C:15]3[CH:20]=[CH:19][C:18]([Cl:21])=[CH:17][C:16]=3[F:22])([C:13]#[N:14])[C@H:11]([CH2:23][C:24]([CH3:27])([CH3:26])[CH3:25])[NH:10][C@H:9]2[C:28]([NH:30][C:31]2[CH:32]=[C:33]3[C:38](=[CH:39][CH:40]=2)[CH:37]=[C:36]([C:41]([O:43]C)=[O:42])[CH:35]=[CH:34]3)=[O:29])[CH:5]=[CH:6][CH:7]=1.[Br-].[Al+3].[Br-].[Br-].CSC. (4) Given the product [F:32][C:33]1[CH:34]=[C:35]([CH:38]=[CH:39][C:40]=1[F:41])[CH2:36][N:26]1[CH2:27][CH2:28][O:29][CH:24]([CH2:23][NH2:22])[CH2:25]1, predict the reactants needed to synthesize it. The reactants are: ClC1C=C(C=CC=1Cl)CN1CCOC(CN)C1.FC(F)(F)C([NH:22][CH2:23][CH:24]1[O:29][CH2:28][CH2:27][NH:26][CH2:25]1)=O.[F:32][C:33]1[CH:34]=[C:35]([CH:38]=[CH:39][C:40]=1[F:41])[CH2:36]Br. (5) Given the product [Cl:1][C:2]1[N:3]=[CH:4][N:5]([C:7]2[CH:12]=[CH:11][C:10]([NH:13][C:14]3[N:15]=[C:16]([N:30]([CH3:31])[CH3:32])[C:17]4[CH2:23][O:22][CH2:21][C@H:20]([C:24]5[CH:29]=[CH:28][CH:27]=[CH:26][CH:25]=5)[C:18]=4[N:19]=3)=[CH:9][C:8]=2[O:33][CH3:34])[CH:6]=1, predict the reactants needed to synthesize it. The reactants are: [Cl:1][C:2]1[N:3]=[CH:4][N:5]([C:7]2[CH:12]=[CH:11][C:10]([NH:13][C:14]3[N:15]=[C:16]([N:30]([CH3:32])[CH3:31])[C:17]4[CH2:23][O:22][CH2:21][CH:20]([C:24]5[CH:29]=[CH:28][CH:27]=[CH:26][CH:25]=5)[C:18]=4[N:19]=3)=[CH:9][C:8]=2[O:33][CH3:34])[CH:6]=1. (6) Given the product [Br:1][C:2]1[CH:7]=[CH:6][N:5]=[C:4]([C:8]([NH:18][C:17]2[CH:19]=[CH:20][C:14]([CH:11]([CH3:13])[CH3:12])=[CH:15][CH:16]=2)=[O:10])[CH:3]=1, predict the reactants needed to synthesize it. The reactants are: [Br:1][C:2]1[CH:7]=[CH:6][N:5]=[C:4]([C:8]([OH:10])=O)[CH:3]=1.[CH:11]([C:14]1[CH:20]=[CH:19][C:17]([NH2:18])=[CH:16][CH:15]=1)([CH3:13])[CH3:12]. (7) Given the product [CH2:1]([C:5]1[CH:10]=[CH:9][C:8]([S:11]([N:14]2[CH2:19][CH2:18][C:17](=[N:24][OH:23])[CH2:16][CH2:15]2)(=[O:13])=[O:12])=[CH:7][CH:6]=1)[CH2:2][CH2:3][CH3:4], predict the reactants needed to synthesize it. The reactants are: [CH2:1]([C:5]1[CH:10]=[CH:9][C:8]([S:11]([N:14]2[CH2:19][CH2:18][C:17](O)(O)[CH2:16][CH2:15]2)(=[O:13])=[O:12])=[CH:7][CH:6]=1)[CH2:2][CH2:3][CH3:4].[Cl-].[OH:23][NH3+:24].C([O-])(=O)C.[Na+].